Dataset: Human liver microsome stability data. Task: Regression/Classification. Given a drug SMILES string, predict its absorption, distribution, metabolism, or excretion properties. Task type varies by dataset: regression for continuous measurements (e.g., permeability, clearance, half-life) or binary classification for categorical outcomes (e.g., BBB penetration, CYP inhibition). Dataset: hlm. (1) The result is 0 (unstable in human liver microsomes). The compound is Cc1cc(NCCN2CCOCC2)c2ccc3c(ccc4c(NCCN5CCOCC5)cc(C)nc43)c2n1. (2) The drug is O=C(c1ccc(/C=C2\SC(=S)N(c3cccc(C(F)(F)F)c3)C2=O)cc1)N1CCOCC1. The result is 0 (unstable in human liver microsomes).